From a dataset of Full USPTO retrosynthesis dataset with 1.9M reactions from patents (1976-2016). Predict the reactants needed to synthesize the given product. (1) Given the product [OH-:16].[CH2:2]([N+:6]1([CH3:15])[CH:14]2[CH:9]([CH2:10][CH2:11][CH2:12][CH2:13]2)[CH2:8][CH2:7]1)[CH2:3][CH2:4][CH3:5], predict the reactants needed to synthesize it. The reactants are: [I-].[CH2:2]([N+:6]1([CH3:15])[CH:14]2[CH:9]([CH2:10][CH2:11][CH2:12][CH2:13]2)[CH2:8][CH2:7]1)[CH2:3][CH2:4][CH3:5].[OH2:16]. (2) The reactants are: [CH3:1][S:2]([OH:5])(=[O:4])=[O:3].O1CCCC1.[CH2:11]([N:13]1[CH2:18][CH2:17][N:16]([CH2:19][CH2:20][O:21][C:22]2[CH:23]=[CH:24][C:25]([OH:46])=[C:26]([CH:45]=2)[C:27]([NH:29][C:30]2[CH:38]=[C:37]([C:39]3[CH:44]=[CH:43][CH:42]=[CH:41][CH:40]=3)[CH:36]=[CH:35][C:31]=2[C:32]([OH:34])=[O:33])=[O:28])[CH2:15][CH2:14]1)[CH3:12]. Given the product [CH3:1][S:2]([OH:5])(=[O:4])=[O:3].[CH3:1][S:2]([OH:5])(=[O:4])=[O:3].[CH2:11]([N:13]1[CH2:14][CH2:15][N:16]([CH2:19][CH2:20][O:21][C:22]2[CH:23]=[CH:24][C:25]([OH:46])=[C:26]([CH:45]=2)[C:27]([NH:29][C:30]2[CH:38]=[C:37]([C:39]3[CH:44]=[CH:43][CH:42]=[CH:41][CH:40]=3)[CH:36]=[CH:35][C:31]=2[C:32]([OH:34])=[O:33])=[O:28])[CH2:17][CH2:18]1)[CH3:12], predict the reactants needed to synthesize it. (3) Given the product [CH3:25][C:26]1[C:34]2[C:33]([NH:35][C:36]3[C:37]([O:42][CH:43]4[CH2:48][CH2:47][O:46][CH2:45][CH2:44]4)=[N:38][CH:39]=[CH:40][CH:41]=3)=[N:32][CH:31]=[N:30][C:29]=2[S:28][C:27]=1[C:49]([NH:16][CH2:11][CH2:10][NH:15][CH3:14])=[O:50], predict the reactants needed to synthesize it. The reactants are: CN(C(ON1N=[N:16][C:11]2C=C[CH:14]=[N:15][C:10]1=2)=[N+](C)C)C.F[P-](F)(F)(F)(F)F.[CH3:25][C:26]1[C:34]2[C:33]([NH:35][C:36]3[C:37]([O:42][CH:43]4[CH2:48][CH2:47][O:46][CH2:45][CH2:44]4)=[N:38][CH:39]=[CH:40][CH:41]=3)=[N:32][CH:31]=[N:30][C:29]=2[S:28][C:27]=1[C:49](O)=[O:50].CCN(C(C)C)C(C)C.C(N(C)CCN)(OC(C)(C)C)=O. (4) Given the product [NH2:1][C:4]1[CH:5]=[C:6]([C:19]2[CH:20]=[C:21]([CH:24]=[C:25]([F:27])[CH:26]=2)[C:22]#[N:23])[CH:7]=[C:8]2[C:12]=1[NH:11][C:10](=[O:13])[C:9]12[CH2:14][CH2:15][CH2:16][CH2:17][CH2:18]1, predict the reactants needed to synthesize it. The reactants are: [N+:1]([C:4]1[CH:5]=[C:6]([C:19]2[CH:20]=[C:21]([CH:24]=[C:25]([F:27])[CH:26]=2)[C:22]#[N:23])[CH:7]=[C:8]2[C:12]=1[NH:11][C:10](=[O:13])[C:9]12[CH2:18][CH2:17][CH2:16][CH2:15][CH2:14]1)([O-])=O.O.O.[Sn](Cl)Cl.CCOCC. (5) Given the product [CH2:3]([O:5][C:6]([C:8]1[N:16]([CH2:20][CH2:19][O:18][CH3:17])[C:11]2=[N:12][CH:13]=[CH:14][CH:15]=[C:10]2[CH:9]=1)=[O:7])[CH3:4], predict the reactants needed to synthesize it. The reactants are: [H-].[Na+].[CH2:3]([O:5][C:6]([C:8]1[NH:16][C:11]2=[N:12][CH:13]=[CH:14][CH:15]=[C:10]2[CH:9]=1)=[O:7])[CH3:4].[CH3:17][O:18][CH2:19][CH2:20]Br.O.